Dataset: Full USPTO retrosynthesis dataset with 1.9M reactions from patents (1976-2016). Task: Predict the reactants needed to synthesize the given product. (1) Given the product [NH2:14][C:12]1[N:13]=[C:8]([C:4]2[CH:3]=[C:2]([NH:1][C:24](=[O:27])[CH:25]=[CH2:26])[CH:7]=[CH:6][CH:5]=2)[CH:9]=[C:10]([NH:15][CH3:16])[N:11]=1, predict the reactants needed to synthesize it. The reactants are: [NH2:1][C:2]1[CH:3]=[C:4]([C:8]2[N:13]=[C:12]([NH2:14])[N:11]=[C:10]([NH:15][CH3:16])[CH:9]=2)[CH:5]=[CH:6][CH:7]=1.C(N(CC)CC)C.[C:24](Cl)(=[O:27])[CH:25]=[CH2:26]. (2) Given the product [C:1]([O:5][C:6]([N:8]1[CH2:9][CH2:10][C:11]([CH2:14][NH2:15])([C:16]2[CH:21]=[CH:20][C:19]([Cl:22])=[CH:18][CH:17]=2)[CH2:12][CH2:13]1)=[O:7])([CH3:4])([CH3:3])[CH3:2], predict the reactants needed to synthesize it. The reactants are: [C:1]([O:5][C:6]([N:8]1[CH2:13][CH2:12][C:11]([C:16]2[CH:21]=[CH:20][C:19]([Cl:22])=[CH:18][CH:17]=2)([C:14]#[N:15])[CH2:10][CH2:9]1)=[O:7])([CH3:4])([CH3:3])[CH3:2].N.[H][H].ClCCl. (3) Given the product [N:31]1[CH:32]=[CH:33][CH:34]=[CH:35][C:30]=1[NH:29][C:2](=[O:3])[O:4][CH:5]([C:12]1[CH:17]=[CH:16][C:15]([Cl:18])=[C:14]([Cl:19])[CH:13]=1)[CH2:6][CH:7]1[CH2:11][CH2:10][CH2:9][CH2:8]1, predict the reactants needed to synthesize it. The reactants are: Cl[C:2]([O:4][CH:5]([C:12]1[CH:17]=[CH:16][C:15]([Cl:18])=[C:14]([Cl:19])[CH:13]=1)[CH2:6][CH:7]1[CH2:11][CH2:10][CH2:9][CH2:8]1)=[O:3].CCN(C(C)C)C(C)C.[NH2:29][C:30]1[CH:35]=[CH:34][CH:33]=[CH:32][N:31]=1.